This data is from Full USPTO retrosynthesis dataset with 1.9M reactions from patents (1976-2016). The task is: Predict the reactants needed to synthesize the given product. (1) Given the product [CH:35]1([N:31]2[CH2:17][CH2:16][N:15]([C:21](=[O:23])[CH2:20][N:15]3[CH2:14][CH2:13][C:12]4[C:17](=[CH:18][CH:19]=[C:10]([C:7]5[N:8]=[N:9][C:4]([CH3:3])=[CH:5][CH:6]=5)[CH:11]=4)[CH2:16]3)[CH2:14][CH2:13]2)[CH2:36][CH2:37][CH2:38]1, predict the reactants needed to synthesize it. The reactants are: Cl.Cl.[CH3:3][C:4]1[N:9]=[N:8][C:7]([C:10]2[CH:11]=[C:12]3[C:17](=[CH:18][CH:19]=2)[CH2:16][N:15]([CH2:20][C:21]([OH:23])=O)[CH2:14][CH2:13]3)=[CH:6][CH:5]=1.F[P-](F)(F)(F)(F)F.[N:31]1(O[P+](N(C)C)(N(C)C)N(C)C)[C:35]2[CH:36]=[CH:37][CH:38]=CC=2N=N1.O. (2) Given the product [NH:29]1[C:37]2=[N:36][CH:35]=[CH:34][CH:33]=[C:32]2[C:31]([CH:38]=[C:20]2[O:19][C:18]([NH:17][C:3]3[CH:4]=[CH:5][C:6]([O:8][CH2:9][CH2:10][C:11]4[CH:16]=[CH:15][CH:14]=[CH:13][N:12]=4)=[CH:7][C:2]=3[CH3:1])=[C:22]([C:23]([O:25][CH2:26][CH3:27])=[O:24])[C:21]2=[O:28])=[CH:30]1, predict the reactants needed to synthesize it. The reactants are: [CH3:1][C:2]1[CH:7]=[C:6]([O:8][CH2:9][CH2:10][C:11]2[CH:16]=[CH:15][CH:14]=[CH:13][N:12]=2)[CH:5]=[CH:4][C:3]=1[NH:17][C:18]1[O:19][CH2:20][C:21](=[O:28])[C:22]=1[C:23]([O:25][CH2:26][CH3:27])=[O:24].[NH:29]1[C:37]2[C:32](=[CH:33][CH:34]=[CH:35][N:36]=2)[C:31]([CH:38]=O)=[CH:30]1.N1CCC[C@H]1C(O)=O. (3) Given the product [C:8]([C:6]1[N:7]=[C:2]([Cl:1])[C:3]([NH:26][C@@H:27]2[CH2:31][CH2:30][N:29]([C:32]([O:34][C:35]([CH3:38])([CH3:37])[CH3:36])=[O:33])[CH2:28]2)=[N:4][C:5]=1[NH:11][C:12]1[CH:17]=[CH:16][C:15]([N:18]2[CH2:23][CH2:22][C:21](=[O:24])[CH2:20][CH2:19]2)=[C:14]([CH3:25])[CH:13]=1)(=[O:9])[NH2:10], predict the reactants needed to synthesize it. The reactants are: [Cl:1][C:2]1[N:7]=[C:6]([C:8]([NH2:10])=[O:9])[C:5]([NH:11][C:12]2[CH:17]=[CH:16][C:15]([N:18]3[CH2:23][CH2:22][C:21](=[O:24])[CH2:20][CH2:19]3)=[C:14]([CH3:25])[CH:13]=2)=[N:4][C:3]=1[NH:26][C@@H:27]1[CH2:31][CH2:30][NH:29][CH2:28]1.[C:32](O[C:32]([O:34][C:35]([CH3:38])([CH3:37])[CH3:36])=[O:33])([O:34][C:35]([CH3:38])([CH3:37])[CH3:36])=[O:33]. (4) Given the product [OH:13][C:12]1[CH:11]=[CH:10][C:5]([C:6]([O:8][CH3:9])=[O:7])=[CH:4][C:3]=1[CH2:1][OH:2], predict the reactants needed to synthesize it. The reactants are: [CH:1]([C:3]1[CH:4]=[C:5]([CH:10]=[CH:11][C:12]=1[OH:13])[C:6]([O:8][CH3:9])=[O:7])=[O:2].[BH4-].[Na+].